Dataset: Forward reaction prediction with 1.9M reactions from USPTO patents (1976-2016). Task: Predict the product of the given reaction. (1) Given the reactants [CH3:1][S:2]([N:5]1[CH2:10][CH2:9][C:8](=[O:11])[CH2:7][CH2:6]1)(=[O:4])=[O:3].CO[CH:14](OC)[N:15]([CH3:17])[CH3:16], predict the reaction product. The product is: [CH3:14][N:15]([CH:17]=[C:9]1[C:8](=[O:11])[CH2:7][CH2:6][N:5]([S:2]([CH3:1])(=[O:4])=[O:3])[CH2:10]1)[CH3:16]. (2) Given the reactants [CH2:1]([C@H:8]1[N:13]([C:14]([C:16]2[N:17]=[CH:18][N:19]([CH:27]3[CH2:34][CH2:33][CH2:32][CH2:31][C:28]43[O:30][CH2:29]4)[C:20]=2[C:21]2[CH:26]=[CH:25][CH:24]=[CH:23][CH:22]=2)=O)[CH2:12][CH2:11][N:10]([C:35]([O:37][C:38]([CH3:41])([CH3:40])[CH3:39])=[O:36])[CH2:9]1)[C:2]1[CH:7]=[CH:6][CH:5]=[CH:4][CH:3]=1.[OH2:42].[OH-:43].[Li+].C(=O)(O)[O-].[Na+], predict the reaction product. The product is: [CH2:1]([C@H:8]1[N:13]([C:14]([C:16]2[N:17]=[CH:18][N:19]([CH:27]3[CH2:34][CH2:33][CH2:32][CH2:31][C:28]3([OH:30])[CH2:29][OH:43])[C:20]=2[C:21]2[CH:26]=[CH:25][CH:24]=[CH:23][CH:22]=2)=[O:42])[CH2:12][CH2:11][N:10]([C:35]([O:37][C:38]([CH3:41])([CH3:40])[CH3:39])=[O:36])[CH2:9]1)[C:2]1[CH:7]=[CH:6][CH:5]=[CH:4][CH:3]=1. (3) Given the reactants [OH:1][C:2]1[CH:3]=[C:4]([CH2:8][C:9]([O-:11])=[O:10])[CH:5]=[CH:6][CH:7]=1.[CH3:12]OC(OC)OC, predict the reaction product. The product is: [CH3:12][O:10][C:9](=[O:11])[CH2:8][C:4]1[CH:5]=[CH:6][CH:7]=[C:2]([OH:1])[CH:3]=1. (4) Given the reactants [CH3:1][S:2]([O:5][C:6]1[C:14](C=O)=[CH:13][C:12]([I:17])=[C:11]2[C:7]=1[CH:8]([O:28][CH3:29])[N:9]([C:19]([CH3:27])([C:21]1[CH:26]=[CH:25][CH:24]=[CH:23][CH:22]=1)[CH3:20])[C:10]2=[O:18])(=[O:4])=[O:3].[CH:30]([O:35][CH3:36])([O:33][CH3:34])OC.C(=O)([O-])O.[Na+].O, predict the reaction product. The product is: [CH3:1][S:2]([O:5][C:6]1[C:14]([CH:30]([O:33][CH3:34])[O:35][CH3:36])=[CH:13][C:12]([I:17])=[C:11]2[C:7]=1[CH:8]([O:28][CH3:29])[N:9]([C:19]([CH3:20])([C:21]1[CH:26]=[CH:25][CH:24]=[CH:23][CH:22]=1)[CH3:27])[C:10]2=[O:18])(=[O:3])=[O:4].